From a dataset of Full USPTO retrosynthesis dataset with 1.9M reactions from patents (1976-2016). Predict the reactants needed to synthesize the given product. Given the product [CH3:15][O:16][C:17]1[CH:18]=[CH:19][C:20]([CH3:24])=[C:21]([CH:23]=1)[NH:22][C:2]1[CH:7]=[C:6]([CH3:8])[N:5]=[C:4]([C:9]2[CH:14]=[CH:13][CH:12]=[CH:11][N:10]=2)[N:3]=1, predict the reactants needed to synthesize it. The reactants are: Cl[C:2]1[CH:7]=[C:6]([CH3:8])[N:5]=[C:4]([C:9]2[CH:14]=[CH:13][CH:12]=[CH:11][N:10]=2)[N:3]=1.[CH3:15][O:16][C:17]1[CH:18]=[CH:19][C:20]([CH3:24])=[C:21]([CH:23]=1)[NH2:22].